Dataset: Peptide-MHC class I binding affinity with 185,985 pairs from IEDB/IMGT. Task: Regression. Given a peptide amino acid sequence and an MHC pseudo amino acid sequence, predict their binding affinity value. This is MHC class I binding data. The peptide sequence is AFMATNKAY. The MHC is HLA-A03:01 with pseudo-sequence HLA-A03:01. The binding affinity (normalized) is 0.0847.